Dataset: Full USPTO retrosynthesis dataset with 1.9M reactions from patents (1976-2016). Task: Predict the reactants needed to synthesize the given product. (1) Given the product [N:26]1([NH:25][C:22]([C:19]2[N:20]=[N:21][C:16]([O:15][CH2:14][C:9]3[N:10]([CH3:13])[N:11]=[N:12][C:8]=3[C:5]3[CH:6]=[CH:7][C:2]([F:1])=[CH:3][CH:4]=3)=[CH:17][CH:18]=2)=[O:24])[CH2:31][CH2:30][O:29][CH2:28][CH2:27]1, predict the reactants needed to synthesize it. The reactants are: [F:1][C:2]1[CH:7]=[CH:6][C:5]([C:8]2[N:12]=[N:11][N:10]([CH3:13])[C:9]=2[CH2:14][O:15][C:16]2[N:21]=[N:20][C:19]([C:22]([OH:24])=O)=[CH:18][CH:17]=2)=[CH:4][CH:3]=1.[NH2:25][N:26]1[CH2:31][CH2:30][O:29][CH2:28][CH2:27]1. (2) Given the product [NH2:7][C:8]1[N:13]2[N:14]=[C:15]([C:17]3[O:18][CH:19]=[CH:20][CH:21]=3)[N:16]=[C:12]2[CH:11]=[C:10]([C:22]2[CH:27]=[CH:26][C:25]([CH2:28][OH:29])=[CH:24][CH:23]=2)[N:9]=1, predict the reactants needed to synthesize it. The reactants are: COC1C=C(C=CC=1OC)C[NH:7][C:8]1[N:13]2[N:14]=[C:15]([C:17]3[O:18][CH:19]=[CH:20][CH:21]=3)[N:16]=[C:12]2[CH:11]=[C:10]([C:22]2[CH:27]=[CH:26][C:25]([CH2:28][OH:29])=[CH:24][CH:23]=2)[N:9]=1.O.C(C1C(=O)C(Cl)=C(Cl)C(=O)C=1C#N)#N. (3) Given the product [O:12]=[C:7]1[CH2:6][CH2:5][C:4]2[CH:3]=[C:2]([C:18]([O:36][CH3:37])=[O:14])[CH:11]=[CH:10][C:9]=2[CH2:8]1, predict the reactants needed to synthesize it. The reactants are: Br[C:2]1[CH:3]=[C:4]2[C:9](=[CH:10][CH:11]=1)[CH2:8][C:7](=[O:12])[CH2:6][CH2:5]2.C[OH:14].CC1(C)C2[C:37](=C(P(C3C=CC=CC=3)C3C=CC=CC=3)C=CC=2)[O:36][C:18]2C(P(C3C=CC=CC=3)C3C=CC=CC=3)=CC=CC1=2. (4) Given the product [CH2:1]([O:8][CH2:9][CH2:10][C@H:11]([CH2:15][C:16]([O:18][C:19]([CH3:22])([CH3:21])[CH3:20])=[O:17])[C:12]([O:14][CH3:23])=[O:13])[C:2]1[CH:3]=[CH:4][CH:5]=[CH:6][CH:7]=1, predict the reactants needed to synthesize it. The reactants are: [CH2:1]([O:8][CH2:9][CH2:10][C@H:11]([CH2:15][C:16]([O:18][C:19]([CH3:22])([CH3:21])[CH3:20])=[O:17])[C:12]([OH:14])=[O:13])[C:2]1[CH:7]=[CH:6][CH:5]=[CH:4][CH:3]=1.[C:23]([O-])(O)=O.[Na+].CI. (5) The reactants are: [CH3:1][C:2]1[C:3]([C:8]([C:10]2[CH:15]=[CH:14][C:13]([F:16])=[C:12]([NH2:17])[CH:11]=2)=[O:9])=[N:4][CH:5]=[CH:6][CH:7]=1.[S-:18][C:19]#[N:20].[Na+].C(O)(=O)C.BrBr. Given the product [NH2:17][C:12]1[C:13]([F:16])=[CH:14][C:15]([S:18][C:19]#[N:20])=[C:10]([C:8](=[O:9])[C:3]2[C:2]([CH3:1])=[CH:7][CH:6]=[CH:5][N:4]=2)[CH:11]=1, predict the reactants needed to synthesize it. (6) Given the product [OH:17][CH2:16][C:15]1[CH:14]=[CH:13][C:12]([S:9]([NH:8][CH3:7])(=[O:11])=[O:10])=[CH:20][CH:19]=1, predict the reactants needed to synthesize it. The reactants are: B.C1COCC1.[CH3:7][NH:8][S:9]([C:12]1[CH:20]=[CH:19][C:15]([C:16](O)=[O:17])=[CH:14][CH:13]=1)(=[O:11])=[O:10]. (7) Given the product [CH2:1]([N:8]1[CH2:13][CH2:12][N:11]([CH2:14][CH:15]([C:16]2([OH:31])[CH2:28][CH2:27][C@:26]3([CH3:29])[C:21](=[C:22]([CH3:30])[CH2:23][CH2:24][CH2:25]3)[C@@H:17]2[OH:18])[CH2:19][OH:20])[CH2:10][CH2:9]1)[C:2]1[CH:7]=[CH:6][CH:5]=[CH:4][CH:3]=1, predict the reactants needed to synthesize it. The reactants are: [CH2:1]([N:8]1[CH2:13][CH2:12][N:11]([CH2:14][CH:15]2[C:19](=[O:20])[O:18][C@H:17]3[C:21]4[C@@:26]([CH3:29])([CH2:27][CH2:28][C:16]23[OH:31])[CH2:25][CH2:24][CH2:23][C:22]=4[CH3:30])[CH2:10][CH2:9]1)[C:2]1[CH:7]=[CH:6][CH:5]=[CH:4][CH:3]=1.[H-].[H-].[H-].[H-].[Li+].[Al+3]. (8) The reactants are: [CH3:1][S:2]([C:5]1[CH:10]=[CH:9][C:8](/[CH:11]=[CH:12]/[C:13]([CH:15]2[CH2:20][CH2:19][O:18][CH2:17][CH2:16]2)=[O:14])=[CH:7][CH:6]=1)(=[O:4])=[O:3].[C:21]1(B(O)O)[CH:26]=[CH:25][CH:24]=[CH:23][CH:22]=1.C1(P(C2C=CC=CC=2)C2C=CC=CC=2)C=CC=CC=1.C(=O)([O-])[O-].[Cs+].[Cs+]. Given the product [CH3:1][S:2]([C:5]1[CH:6]=[CH:7][C:8]([CH:11]([C:21]2[CH:26]=[CH:25][CH:24]=[CH:23][CH:22]=2)[CH2:12][C:13]([CH:15]2[CH2:20][CH2:19][O:18][CH2:17][CH2:16]2)=[O:14])=[CH:9][CH:10]=1)(=[O:4])=[O:3], predict the reactants needed to synthesize it. (9) Given the product [F:9][C:10]([F:21])([F:20])[C:11]1[CH:16]=[CH:15][CH:14]=[CH:13][C:12]=1[C:2]1[N:7]=[N:6][C:5]([NH2:8])=[CH:4][CH:3]=1, predict the reactants needed to synthesize it. The reactants are: Cl[C:2]1[N:7]=[N:6][C:5]([NH2:8])=[CH:4][CH:3]=1.[F:9][C:10]([F:21])([F:20])[C:11]1[CH:16]=[CH:15][CH:14]=[CH:13][C:12]=1B(O)O.C([O-])([O-])=O.[Cs+].[Cs+].O1CCOCC1.